This data is from Aqueous solubility values for 9,982 compounds from the AqSolDB database. The task is: Regression/Classification. Given a drug SMILES string, predict its absorption, distribution, metabolism, or excretion properties. Task type varies by dataset: regression for continuous measurements (e.g., permeability, clearance, half-life) or binary classification for categorical outcomes (e.g., BBB penetration, CYP inhibition). For this dataset (solubility_aqsoldb), we predict Y. (1) The Y is -3.34 log mol/L. The molecule is Cc1ccc(S(=O)(=O)C2(C(=O)OC(C)C)CCC2)cc1. (2) The drug is CCC(N)=O. The Y is -4.23 log mol/L. (3) The molecule is CCC(C)CCO. The Y is -0.720 log mol/L. (4) The molecule is C[Si](C)(C)N[Si](C)(C)C. The Y is -2.21 log mol/L. (5) The drug is C=C(C)C(=O)OC1CC2CCC1(C)C2(C)C. The Y is -4.54 log mol/L. (6) The compound is CC/C=C/C/C=C/C/C=C/CCCCCCCC(=O)OC.CCCCC/C=C\C/C=C\CCCCCCCC(=O)OC.CCCCCCCC/C=C\CCCCCCCC(=O)OC.CCCCCCCCCCCCCCCC(=O)OC.CCCCCCCCCCCCCCCCCC(=O)OC. The Y is -7.80 log mol/L. (7) The compound is O=CCc1ccc2c(c1)OCO2. The Y is -1.96 log mol/L.